Dataset: Forward reaction prediction with 1.9M reactions from USPTO patents (1976-2016). Task: Predict the product of the given reaction. (1) Given the reactants [N:1]1([C:6]2[CH:11]=[CH:10][C:9]([CH2:12][C:13](=O)[CH3:14])=[CH:8][CH:7]=2)[CH:5]=[CH:4][CH:3]=[N:2]1.[NH2:16][C:17]([NH2:19])=[S:18].II.CCO, predict the reaction product. The product is: [CH3:14][C:13]1[N:16]=[C:17]([NH2:19])[S:18][C:12]=1[C:9]1[CH:10]=[CH:11][C:6]([N:1]2[CH:5]=[CH:4][CH:3]=[N:2]2)=[CH:7][CH:8]=1. (2) Given the reactants [OH:1][C:2]1[CH:3]=[C:4]([C:8]2[N:9]=[C:10]3[C:15](=[N:16][C:17]=2[C:18]2[CH:23]=[CH:22][CH:21]=[C:20]([OH:24])[CH:19]=2)[N:14]=[CH:13][N:12]=[C:11]3[NH2:25])[CH:5]=[CH:6][CH:7]=1.[ClH:26].C(OCC)C, predict the reaction product. The product is: [ClH:26].[OH:1][C:2]1[CH:3]=[C:4]([C:8]2[N:9]=[C:10]3[C:15](=[N:16][C:17]=2[C:18]2[CH:23]=[CH:22][CH:21]=[C:20]([OH:24])[CH:19]=2)[N:14]=[CH:13][N:12]=[C:11]3[NH2:25])[CH:5]=[CH:6][CH:7]=1. (3) Given the reactants [Br:1][C:2]1[C:3]2[C:15]3[C:10](=[CH:11][CH:12]=[C:13]([Cl:16])[CH:14]=3)C=C[C:4]=2[S:5][C:6]=1[Cl:7].[OH2:17].C([O:21][CH2:22][CH3:23])(=O)C, predict the reaction product. The product is: [Br:1][C:2]1[C:3]2[C:15]3[C:10](=[CH:11][CH:12]=[C:13]([Cl:16])[CH:14]=3)[C:23](=[O:17])[C:22](=[O:21])[C:4]=2[S:5][C:6]=1[Cl:7]. (4) Given the reactants [C:1]([O:4][C@@H:5]1[CH2:22][C@@:20]2([CH3:21])[C@@H:16]([CH2:17][CH:18]=[C:19]2OS(C(F)(F)F)(=O)=O)[C@H:15]2[C@H:6]1[C:7]1[CH:8]=[CH:9][C:10]([C:31]([O:33][CH3:34])=[O:32])=[CH:11][C:12]=1[CH2:13][CH2:14]2)(=[O:3])[CH3:2].[F:35][C:36]1[CH:37]=[C:38](B(O)O)[CH:39]=[N:40][CH:41]=1.ICCC, predict the reaction product. The product is: [C:1]([O:4][C@@H:5]1[CH2:22][C@@:20]2([CH3:21])[C@@H:16]([CH2:17][CH:18]=[C:19]2[C:38]2[CH:39]=[N:40][CH:41]=[C:36]([F:35])[CH:37]=2)[C@H:15]2[C@H:6]1[C:7]1[CH:8]=[CH:9][C:10]([C:31]([O:33][CH3:34])=[O:32])=[CH:11][C:12]=1[CH2:13][CH2:14]2)(=[O:3])[CH3:2]. (5) Given the reactants [CH3:1][C:2]([C:4]1[CH:9]=[C:8]([O:10][CH2:11][C:12]([F:15])([F:14])[F:13])[CH:7]=[CH:6][C:5]=1[O:16][CH2:17][C:18]([F:21])([F:20])[F:19])=[O:3].[N:22]1[CH:27]=[CH:26][CH:25]=[CH:24][C:23]=1[CH:28]=O, predict the reaction product. The product is: [F:21][C:18]([F:19])([F:20])[CH2:17][O:16][C:5]1[CH:6]=[CH:7][C:8]([O:10][CH2:11][C:12]([F:13])([F:14])[F:15])=[CH:9][C:4]=1[C:2](=[O:3])[CH:1]=[CH:28][C:23]1[CH:24]=[CH:25][CH:26]=[CH:27][N:22]=1.